Task: Predict the reactants needed to synthesize the given product.. Dataset: Full USPTO retrosynthesis dataset with 1.9M reactions from patents (1976-2016) Given the product [CH3:18][C:12]1[C:13]([CH3:17])=[CH:14][CH:15]=[CH:16][C:11]=1[O:10][C:7]1[CH:6]=[CH:5][C:4]([NH2:1])=[CH:9][CH:8]=1, predict the reactants needed to synthesize it. The reactants are: [N+:1]([C:4]1[CH:9]=[CH:8][C:7]([O:10][C:11]2[CH:16]=[CH:15][CH:14]=[C:13]([CH3:17])[C:12]=2[CH3:18])=[CH:6][CH:5]=1)([O-])=O.O.NN.